From a dataset of Full USPTO retrosynthesis dataset with 1.9M reactions from patents (1976-2016). Predict the reactants needed to synthesize the given product. (1) Given the product [C:4]([Si:1]([O:8][C:9]1[CH:16]=[C:15]([CH2:17][CH3:18])[CH:14]=[CH:11][C:10]=1[F:19])([CH3:3])[CH3:2])([CH3:7])([CH3:6])[CH3:5], predict the reactants needed to synthesize it. The reactants are: [Si:1]([O:8][C:9]1[C:10]([F:19])=[C:11]([CH:14]=[C:15]([CH2:17][CH3:18])[CH:16]=1)C=O)([C:4]([CH3:7])([CH3:6])[CH3:5])([CH3:3])[CH3:2].CCCC[N+](CCCC)(CCCC)CCCC.[F-]. (2) Given the product [Cl:3][C:4]1[N:8]=[CH:7][N:6]([CH2:11][CH:12]2[CH2:14][CH2:13]2)[C:5]=1[CH3:9].[Cl:3][C:4]1[N:8]([CH2:11][CH:12]2[CH2:14][CH2:13]2)[CH:7]=[N:6][C:5]=1[CH3:9], predict the reactants needed to synthesize it. The reactants are: [H-].[Na+].[Cl:3][C:4]1[NH:8][CH:7]=[N:6][C:5]=1[CH3:9].Br[CH2:11][CH:12]1[CH2:14][CH2:13]1.O. (3) Given the product [F:48][CH:49]([F:52])[CH2:50][NH:51][C:36]([NH:18][C:17]1[CH:19]=[CH:20][C:14]([C:12]2[N:13]=[C:8]([N:7]3[CH2:6][CH2:5][O:4][CH2:3][C@@H:2]3[CH3:1])[C:9]3[CH2:24][CH2:23][N:22]([C:25]4[N:26]=[CH:27][CH:28]=[CH:29][N:30]=4)[CH2:21][C:10]=3[N:11]=2)=[CH:15][CH:16]=1)=[O:31], predict the reactants needed to synthesize it. The reactants are: [CH3:1][C@@H:2]1[N:7]([C:8]2[C:9]3[CH2:24][CH2:23][N:22]([C:25]4[N:30]=[CH:29][CH:28]=[CH:27][N:26]=4)[CH2:21][C:10]=3[N:11]=[C:12]([C:14]3[CH:20]=[CH:19][C:17]([NH2:18])=[CH:16][CH:15]=3)[N:13]=2)[CH2:6][CH2:5][O:4][CH2:3]1.[O:31]1[CH2:36]COCC1.C(N(CC)CC)C.C(Cl)(Cl)=O.[F:48][CH:49]([F:52])[CH2:50][NH2:51].